This data is from Catalyst prediction with 721,799 reactions and 888 catalyst types from USPTO. The task is: Predict which catalyst facilitates the given reaction. (1) Reactant: [C:1]1([CH:7]([CH3:11])[C:8](O)=[O:9])[CH:6]=[CH:5][CH:4]=[CH:3][CH:2]=1.CN(C)C=O.C(Cl)(=O)C([Cl:20])=O. Product: [C:1]1([CH:7]([CH3:11])[C:8]([Cl:20])=[O:9])[CH:6]=[CH:5][CH:4]=[CH:3][CH:2]=1. The catalyst class is: 2. (2) Product: [F:1][C:2]1[CH:7]=[C:6]([O:8][CH3:9])[CH:5]=[CH:4][C:3]=1[C:10]1[C:15]([CH:16]([CH2:21][CH2:22][CH3:23])[C:17]([OH:19])=[O:18])=[C:14]([CH3:24])[N:13]=[C:12]([N:25]2[CH2:26][CH2:27][CH2:28][CH2:29][CH2:30]2)[N:11]=1. Reactant: [F:1][C:2]1[CH:7]=[C:6]([O:8][CH3:9])[CH:5]=[CH:4][C:3]=1[C:10]1[C:15]([CH:16]([CH2:21][CH2:22][CH3:23])[C:17]([O:19]C)=[O:18])=[C:14]([CH3:24])[N:13]=[C:12]([N:25]2[CH2:30][CH2:29][CH2:28][CH2:27][CH2:26]2)[N:11]=1.[OH-].[Na+]. The catalyst class is: 5. (3) Product: [CH3:1][O:2][C:3]([C:4]1[NH:14][C:11]2=[CH:10][N:9]=[CH:8][C:7]([Br:13])=[C:6]2[CH:5]=1)=[O:25]. The catalyst class is: 321. Reactant: [CH3:1][O:2][C:3](=[O:25])[C:4]([NH:14]C(OCC1C=CC=CC=1)=O)=[CH:5][C:6]1[C:11](Br)=[CH:10][N:9]=[CH:8][C:7]=1[Br:13].C(=O)([O-])[O-].[K+].[K+].N1CCC[C@H]1C(O)=O. (4) Reactant: CCN(C(C)C)C(C)C.[N:10]1([CH2:16][CH2:17][CH2:18][O:19][C:20]2[CH:25]=[CH:24][C:23]([CH:26]3[CH2:31][CH2:30][N:29]([C:32]4[CH2:33][CH2:34][C:35]5[N:36]([C:38]([C:41]([F:44])([F:43])[F:42])=[N:39][N:40]=5)[N:37]=4)[CH2:28][CH2:27]3)=[CH:22][CH:21]=2)[CH2:15][CH2:14][NH:13][CH2:12][CH2:11]1.[C:45](O)(=[O:47])[CH3:46].CN(C(ON1N=NC2C=CC=NC1=2)=[N+](C)C)C.F[P-](F)(F)(F)(F)F. Product: [C:45]([N:13]1[CH2:12][CH2:11][N:10]([CH2:16][CH2:17][CH2:18][O:19][C:20]2[CH:21]=[CH:22][C:23]([CH:26]3[CH2:27][CH2:28][N:29]([C:32]4[CH2:33][CH2:34][C:35]5[N:36]([C:38]([C:41]([F:44])([F:43])[F:42])=[N:39][N:40]=5)[N:37]=4)[CH2:30][CH2:31]3)=[CH:24][CH:25]=2)[CH2:15][CH2:14]1)(=[O:47])[CH3:46]. The catalyst class is: 3. (5) Reactant: [Cl:1][C:2]1[CH:7]=[C:6]([O:8][CH2:9][CH2:10][CH2:11][S:12]([CH3:15])(=[O:14])=[O:13])[CH:5]=[CH:4][C:3]=1[C:16]1[CH:21]=[CH:20][CH:19]=[C:18]([CH2:22][O:23][C:24]2[CH:29]=[CH:28][C:27]([C:30]3([CH2:34][C:35]([O:37]CC)=[O:36])[CH2:33][O:32][CH2:31]3)=[CH:26][CH:25]=2)[CH:17]=1.O.[OH-].[Li+]. Product: [Cl:1][C:2]1[CH:7]=[C:6]([O:8][CH2:9][CH2:10][CH2:11][S:12]([CH3:15])(=[O:13])=[O:14])[CH:5]=[CH:4][C:3]=1[C:16]1[CH:21]=[CH:20][CH:19]=[C:18]([CH2:22][O:23][C:24]2[CH:29]=[CH:28][C:27]([C:30]3([CH2:34][C:35]([OH:37])=[O:36])[CH2:31][O:32][CH2:33]3)=[CH:26][CH:25]=2)[CH:17]=1. The catalyst class is: 36.